This data is from Peptide-MHC class I binding affinity with 185,985 pairs from IEDB/IMGT. The task is: Regression. Given a peptide amino acid sequence and an MHC pseudo amino acid sequence, predict their binding affinity value. This is MHC class I binding data. (1) The peptide sequence is QVFKGVVIR. The MHC is HLA-B08:01 with pseudo-sequence HLA-B08:01. The binding affinity (normalized) is 0.0847. (2) The peptide sequence is NSQIFNIISY. The MHC is HLA-A68:01 with pseudo-sequence HLA-A68:01. The binding affinity (normalized) is 0.437. (3) The peptide sequence is KTNDRKWCF. The MHC is HLA-B58:01 with pseudo-sequence HLA-B58:01. The binding affinity (normalized) is 0.625. (4) The peptide sequence is AVSFRNLAY. The MHC is SLA-10401 with pseudo-sequence SLA-10401. The binding affinity (normalized) is 0.495. (5) The peptide sequence is GLGGDASAY. The MHC is HLA-B58:01 with pseudo-sequence HLA-B58:01. The binding affinity (normalized) is 0.0847.